This data is from Cav3 T-type calcium channel HTS with 100,875 compounds. The task is: Binary Classification. Given a drug SMILES string, predict its activity (active/inactive) in a high-throughput screening assay against a specified biological target. (1) The molecule is s1c(CN(CC(=O)NC(CC)(C)C)C(=O)C(=O)Nc2cc3OCCOc3cc2)ccc1. The result is 0 (inactive). (2) The drug is S\1C(C(=O)N(C2CCCCC2)C1=N/S(=O)(=O)c1sccc1)CC. The result is 0 (inactive). (3) The molecule is O(C(=O)C1CCN(CC1)C(=O)Nc1ccc(OC)cc1)C. The result is 0 (inactive). (4) The result is 0 (inactive). The compound is Clc1cc(c2oc(=O)c3c(n(nc3)c3ccccc3)n2)ccc1. (5) The molecule is O1C(C2C(C(OC2)c2cc3OCOc3cc2)C1O)c1cc2OCOc2cc1. The result is 0 (inactive). (6) The compound is s1c2CCCc2c(c1NC(=O)CSc1n(CC2OCCC2)c(nn1)c1ccc(OC)cc1)C#N. The result is 0 (inactive). (7) The molecule is Clc1c(c2noc(c2C(=O)Nc2cc(Cn3nccc3)ccc2)C)c(F)ccc1. The result is 0 (inactive). (8) The result is 0 (inactive). The drug is S(=O)(=O)(N)c1ccc(Nc2cc(ccc2)C(F)(F)F)nc1. (9) The compound is O(n1c(n2nc(cc2C)C)nc2c(c1=O)cccc2)CC(OC)=O. The result is 0 (inactive). (10) The compound is o1\c(c(=c2\n(c3ccccc3)cn[nH]2)/c(=O)c2c1C(=O)C(=O)C=C2)=C(\OCC)O. The result is 0 (inactive).